This data is from Forward reaction prediction with 1.9M reactions from USPTO patents (1976-2016). The task is: Predict the product of the given reaction. Given the reactants [I:1][C:2]1[CH:7]=[CH:6][C:5]([N:8]2[CH2:21][CH2:20][C:11]3[NH:12][C:13]4[CH:14]=[CH:15][C:16]([CH3:19])=[CH:17][C:18]=4[C:10]=3[CH2:9]2)=[CH:4][CH:3]=1.[CH3:22][C:23]1[CH:28]=[CH:27][C:26]([CH:29]=[CH2:30])=[CH:25][N:24]=1.[OH-].[K+], predict the reaction product. The product is: [I:1][C:2]1[CH:3]=[CH:4][C:5]([N:8]2[CH2:21][CH2:20][C:11]3[N:12]([CH2:30][CH2:29][C:26]4[CH:25]=[N:24][C:23]([CH3:22])=[CH:28][CH:27]=4)[C:13]4[CH:14]=[CH:15][C:16]([CH3:19])=[CH:17][C:18]=4[C:10]=3[CH2:9]2)=[CH:6][CH:7]=1.